Dataset: Catalyst prediction with 721,799 reactions and 888 catalyst types from USPTO. Task: Predict which catalyst facilitates the given reaction. (1) Reactant: C([O:3][C:4](=[O:31])[C:5]([S:8][C:9]1[CH:14]=[CH:13][C:12]([NH:15][CH2:16][CH2:17][N:18]2[C:27](=[O:28])[C:26]3[C:21](=[CH:22][CH:23]=[CH:24][CH:25]=3)[N:20]=[C:19]2[CH2:29][CH3:30])=[CH:11][CH:10]=1)([CH3:7])[CH3:6])C.[OH-].[Li+]. Product: [CH2:29]([C:19]1[N:18]([CH2:17][CH2:16][NH:15][C:12]2[CH:11]=[CH:10][C:9]([S:8][C:5]([CH3:7])([CH3:6])[C:4]([OH:31])=[O:3])=[CH:14][CH:13]=2)[C:27](=[O:28])[C:26]2[C:21](=[CH:22][CH:23]=[CH:24][CH:25]=2)[N:20]=1)[CH3:30]. The catalyst class is: 24. (2) Reactant: C(OC(=O)[NH:7][CH2:8][CH2:9][CH2:10][O:11][C:12]1[C:21]2[NH:20][C:19](=[O:22])[C:18]3=[C:23]([CH3:26])[NH:24][N:25]=[C:17]3[C:16]=2[CH:15]=[CH:14][CH:13]=1)(C)(C)C.Cl. Product: [NH2:7][CH2:8][CH2:9][CH2:10][O:11][C:12]1[C:21]2[NH:20][C:19](=[O:22])[C:18]3=[C:23]([CH3:26])[NH:24][N:25]=[C:17]3[C:16]=2[CH:15]=[CH:14][CH:13]=1. The catalyst class is: 12. (3) Reactant: [CH2:1]([N:8]([CH3:19])[CH:9]1[CH2:18][C@@H:12]2[CH2:13][NH:14][C:15](=O)[CH2:16][C@@H:11]2[CH2:10]1)[C:2]1[CH:7]=[CH:6][CH:5]=[CH:4][CH:3]=1.[H-].[Al+3].[Li+].[H-].[H-].[H-]. Product: [CH2:1]([N:8]([CH3:19])[CH:9]1[CH2:18][C@@H:12]2[CH2:13][NH:14][CH2:15][CH2:16][C@@H:11]2[CH2:10]1)[C:2]1[CH:3]=[CH:4][CH:5]=[CH:6][CH:7]=1. The catalyst class is: 7.